From a dataset of Forward reaction prediction with 1.9M reactions from USPTO patents (1976-2016). Predict the product of the given reaction. Given the reactants [CH:1]1[CH:2]=[CH:3][C:4]([NH:11][C:12]2[C:13]([Cl:19])=[CH:14][CH:15]=[CH:16][C:17]=2[Cl:18])=[C:5]([CH2:7][C:8]([OH:10])=[O:9])[CH:6]=1.O[C:21]1[CH:26]=[CH:25][C:24]([C:27]2[S:31][S:30][C:29](=[S:32])[CH:28]=2)=[CH:23][CH:22]=1.C1(N=C=NC2CCCCC2)CCCCC1, predict the reaction product. The product is: [S:31]1[C:27]([C:24]2[CH:25]=[CH:26][C:21]([O:9][C:8](=[O:10])[CH2:7][C:5]3[CH:6]=[CH:1][CH:2]=[CH:3][C:4]=3[NH:11][C:12]3[C:13]([Cl:19])=[CH:14][CH:15]=[CH:16][C:17]=3[Cl:18])=[CH:22][CH:23]=2)=[CH:28][C:29](=[S:32])[S:30]1.